Dataset: Reaction yield outcomes from USPTO patents with 853,638 reactions. Task: Predict the reaction yield, written as a fraction of the theoretical maximum amount of product (1.0 means a 100% yield; for example, 0.34 means a 34% yield). (1) The reactants are [CH:1](=O)[C:2]1[CH:7]=[CH:6][C:5]([O:8][CH3:9])=[CH:4][CH:3]=1.[CH2:11]([SH:15])[CH2:12][CH2:13][SH:14].Cl. The catalyst is C(Cl)(Cl)Cl. The product is [CH3:9][O:8][C:5]1[CH:6]=[CH:7][C:2]([CH:1]2[S:15][CH2:11][CH2:12][CH2:13][S:14]2)=[CH:3][CH:4]=1. The yield is 0.970. (2) The reactants are [Cl-].OCCC[N+](C)(C)C.[OH:10][CH2:11][C:12]([C@H:14]([C@@H:16]([C@@H:18]([CH2:20][OH:21])[OH:19])[OH:17])[OH:15])=[O:13].[OH-].[Na+].[Cl-].ClCC(O)C[N+](C)(C)C. No catalyst specified. The product is [OH:10][CH2:11][C:12]([C@H:14]([C@@H:16]([C@@H:18]([CH2:20][OH:21])[OH:19])[OH:17])[OH:15])=[O:13]. The yield is 1.00.